Dataset: Forward reaction prediction with 1.9M reactions from USPTO patents (1976-2016). Task: Predict the product of the given reaction. (1) Given the reactants [F:1][C:2]1[CH:3]=[C:4]([CH:9]=[CH:10][C:11]=1[C:12]1[C:13]([CH3:42])([CH3:41])[C@H:14]2[C@:27]([CH3:30])([CH2:28][CH:29]=1)[C@@H:26]1[C@:17]([CH3:40])([C@@:18]3([CH3:39])[C@H:23]([CH2:24][CH2:25]1)[C@H:22]1[C@H:31]([C:34]([CH3:36])=[CH2:35])[CH2:32][CH2:33][C@:21]1([CH:37]=O)[CH2:20][CH2:19]3)[CH2:16][CH2:15]2)[C:5]([O:7]C)=[O:6].[NH2:43][CH2:44][CH2:45][CH2:46][N:47]1[CH2:51][CH2:50][CH2:49][C:48]1=[O:52], predict the reaction product. The product is: [F:1][C:2]1[CH:3]=[C:4]([CH:9]=[CH:10][C:11]=1[C:12]1[C:13]([CH3:42])([CH3:41])[C@H:14]2[C@:27]([CH3:30])([CH2:28][CH:29]=1)[C@@H:26]1[C@:17]([CH3:40])([C@@:18]3([CH3:39])[C@H:23]([CH2:24][CH2:25]1)[C@H:22]1[C@H:31]([C:34]([CH3:36])=[CH2:35])[CH2:32][CH2:33][C@:21]1([CH2:37][NH:43][CH2:44][CH2:45][CH2:46][N:47]1[CH2:51][CH2:50][CH2:49][C:48]1=[O:52])[CH2:20][CH2:19]3)[CH2:16][CH2:15]2)[C:5]([OH:7])=[O:6]. (2) The product is: [ClH:28].[F:11][CH2:10][C@@H:9]([NH2:8])[C:12]([CH3:15])([CH3:14])[CH3:13]. Given the reactants C([NH:8][C@@H:9]([C:12]([CH3:15])([CH3:14])[CH3:13])[CH2:10][F:11])C1C=CC=CC=1.OCC1(OC[C@@H](O)[C@@H](O)[C@H]1O)O.[ClH:28].C(O)C, predict the reaction product. (3) Given the reactants [CH2:1]=[C:2]1[O:6][C:4](=[O:5])[CH2:3]1.[F:7][C:8]([F:12])([F:11])[CH2:9][NH2:10], predict the reaction product. The product is: [O:6]=[C:2]([CH3:1])[CH2:3][C:4]([NH:10][CH2:9][C:8]([F:12])([F:11])[F:7])=[O:5]. (4) Given the reactants C([Li])CCC.[C:6]([O:9][CH3:10])(=[O:8])[CH3:7].[Li+].CC([N-]C(C)C)C.[Br:19][C:20]1[CH:21]=[CH:22][C:23]([F:36])=[C:24]([C:26](=[N:29][S@@:30]([C:32]([CH3:35])([CH3:34])[CH3:33])=[O:31])[CH2:27][F:28])[CH:25]=1, predict the reaction product. The product is: [Br:19][C:20]1[CH:21]=[CH:22][C:23]([F:36])=[C:24]([C@:26]([NH:29][S@@:30]([C:32]([CH3:34])([CH3:33])[CH3:35])=[O:31])([CH2:27][F:28])[CH2:7][C:6]([O:9][CH3:10])=[O:8])[CH:25]=1. (5) Given the reactants [C:1](=[NH:21])([O:3][CH2:4][CH2:5][C:6]1[CH:11]=[CH:10][C:9]([O:12][C:13]2[CH:18]=[CH:17][C:16]([Cl:19])=[C:15]([CH3:20])[CH:14]=2)=[CH:8][CH:7]=1)[NH2:2].[CH2:22](/[C:24](=[CH:30]/O)/[C:25](OCC)=[O:26])[CH3:23].C([O-])([O-])=O.[K+].[K+], predict the reaction product. The product is: [Cl:19][C:16]1[CH:17]=[CH:18][C:13]([O:12][C:9]2[CH:8]=[CH:7][C:6]([CH2:5][CH2:4][O:3][C:1]3[NH:2][CH:30]=[C:24]([CH2:22][CH3:23])[C:25](=[O:26])[N:21]=3)=[CH:11][CH:10]=2)=[CH:14][C:15]=1[CH3:20]. (6) Given the reactants [CH3:1][N:2]([CH3:17])[CH2:3][CH2:4][CH2:5][O:6][C:7]1[CH:12]=[CH:11][C:10]([N+:13]([O-])=O)=[CH:9][C:8]=1[OH:16].[Cl-].[NH4+], predict the reaction product. The product is: [NH2:13][C:10]1[CH:11]=[CH:12][C:7]([O:6][CH2:5][CH2:4][CH2:3][N:2]([CH3:1])[CH3:17])=[C:8]([OH:16])[CH:9]=1. (7) Given the reactants [F:1][C:2]1[CH:3]=[C:4]([CH:26]=[CH:27][CH:28]=1)[CH2:5][O:6][C:7]1[CH:12]=[CH:11][C:10]([NH:13][C:14]2[C:23]3[C:18](=[CH:19][CH:20]=[C:21](I)[CH:22]=3)[N:17]=[CH:16][N:15]=2)=[CH:9][C:8]=1[Cl:25].C[Si](C)(C)[O:31][CH2:32][C:33]#[CH:34].C(N(CC)CC)C, predict the reaction product. The product is: [F:1][C:2]1[CH:3]=[C:4]([CH:26]=[CH:27][CH:28]=1)[CH2:5][O:6][C:7]1[CH:12]=[CH:11][C:10]([NH:13][C:14]2[C:23]3[C:18](=[CH:19][CH:20]=[C:21]([C:34]#[C:33][CH2:32][OH:31])[CH:22]=3)[N:17]=[CH:16][N:15]=2)=[CH:9][C:8]=1[Cl:25]. (8) The product is: [ClH:10].[NH2:5][CH2:4][C:3]1[CH:6]=[C:7]([Cl:10])[CH:8]=[CH:9][C:2]=1[N:11]1[CH2:15][CH2:14][NH:13][C:12]1=[O:16]. Given the reactants Br[C:2]1[CH:9]=[CH:8][C:7]([Cl:10])=[CH:6][C:3]=1[C:4]#[N:5].[NH:11]1[CH2:15][CH2:14][NH:13][C:12]1=[O:16], predict the reaction product. (9) Given the reactants [F:1][C:2]1[CH:7]=[C:6]([F:8])[CH:5]=[CH:4][C:3]=1[C:9](=[O:23])[CH2:10][C:11]1[CH:12]=[CH:13][C:14]2[N:15]([C:17]([CH:20]([CH3:22])[CH3:21])=[N:18][N:19]=2)[N:16]=1.C1C(=O)N(Br)C(=[O:27])C1, predict the reaction product. The product is: [F:1][C:2]1[CH:7]=[C:6]([F:8])[CH:5]=[CH:4][C:3]=1[C:9](=[O:23])[C:10]([C:11]1[CH:12]=[CH:13][C:14]2[N:15]([C:17]([CH:20]([CH3:21])[CH3:22])=[N:18][N:19]=2)[N:16]=1)=[O:27].